From a dataset of Full USPTO retrosynthesis dataset with 1.9M reactions from patents (1976-2016). Predict the reactants needed to synthesize the given product. (1) Given the product [ClH:35].[C:33]([C:15]1[CH:16]=[C:17]([NH:20][C:21]([C:23]2[CH:28]=[N:27][C:26]([C:29]([F:32])([F:30])[F:31])=[CH:25][N:24]=2)=[O:22])[CH:18]=[CH:19][C:14]=1[C@H:10]1[O:11][CH2:12][CH2:13][NH:8][CH2:9]1)#[N:34], predict the reactants needed to synthesize it. The reactants are: C(OC([N:8]1[CH2:13][CH2:12][O:11][C@H:10]([C:14]2[CH:19]=[CH:18][C:17]([NH:20][C:21]([C:23]3[CH:28]=[N:27][C:26]([C:29]([F:32])([F:31])[F:30])=[CH:25][N:24]=3)=[O:22])=[CH:16][C:15]=2[C:33]#[N:34])[CH2:9]1)=O)(C)(C)C.[ClH:35]. (2) Given the product [CH:6]1[C:3]2[C:4]3[CH:2]=[CH:3][CH:4]=[CH:5][C:5]=3[O:1][C:2]=2[CH:9]=[CH:8][C:7]=1[B:11]([OH:16])[OH:12], predict the reactants needed to synthesize it. The reactants are: [O:1]1[CH2:5][CH2:4][CH2:3][CH2:2]1.[CH2:6]([Li])[CH2:7][CH2:8][CH3:9].[B:11]([O:16]C)(OC)[O:12]C.Cl. (3) Given the product [Cl:8][C:4]1[CH:5]=[CH:6][CH:7]=[C:2]([Cl:1])[C:3]=1[C:9]1[C:13]([CH2:14][O:15][C:16]2[CH:17]=[CH:18][C:19]([NH:22][C:23]3[CH:24]=[CH:25][CH:26]=[C:27]4[C:32]=3[CH:31]=[C:30]([C:33]([OH:35])=[O:34])[CH:29]=[CH:28]4)=[CH:20][CH:21]=2)=[C:12]([CH:37]([CH3:39])[CH3:38])[O:11][N:10]=1, predict the reactants needed to synthesize it. The reactants are: [Cl:1][C:2]1[CH:7]=[CH:6][CH:5]=[C:4]([Cl:8])[C:3]=1[C:9]1[C:13]([CH2:14][O:15][C:16]2[CH:21]=[CH:20][C:19]([NH:22][C:23]3[CH:24]=[CH:25][CH:26]=[C:27]4[C:32]=3[CH:31]=[C:30]([C:33]([O:35]C)=[O:34])[CH:29]=[CH:28]4)=[CH:18][CH:17]=2)=[C:12]([CH:37]([CH3:39])[CH3:38])[O:11][N:10]=1.[OH-].[Li+].O1CCOCC1. (4) Given the product [CH3:25][O:26][C:27]1[CH:28]=[C:29]([CH:33]2[NH:38][C:37](=[O:39])[C:36]3([CH2:40][O:41][CH2:42][CH2:43][O:44][CH2:45]3)[N:35]([C:18]([O:20][C:21]([CH3:22])([CH3:23])[CH3:24])=[O:19])[CH2:34]2)[CH:30]=[CH:31][CH:32]=1, predict the reactants needed to synthesize it. The reactants are: CCN(C(C)C)C(C)C.[C:21]([O:20][C:18](O[C:18]([O:20][C:21]([CH3:24])([CH3:23])[CH3:22])=[O:19])=[O:19])([CH3:24])([CH3:23])[CH3:22].[CH3:25][O:26][C:27]1[CH:28]=[C:29]([CH:33]2[NH:38][C:37](=[O:39])[C:36]3([CH2:45][O:44][CH2:43][CH2:42][O:41][CH2:40]3)[NH:35][CH2:34]2)[CH:30]=[CH:31][CH:32]=1. (5) Given the product [CH2:1]([C:3]1[CH:4]=[C:5]([NH:6][C:25](=[O:26])[O:27][C:28]2[CH:33]=[CH:32][CH:31]=[CH:30][CH:29]=2)[CH:7]=[C:8]([C:10]2[N:14]([CH3:15])[N:13]=[N:12][N:11]=2)[CH:9]=1)[CH3:2], predict the reactants needed to synthesize it. The reactants are: [CH2:1]([C:3]1[CH:4]=[C:5]([CH:7]=[C:8]([C:10]2[N:14]([CH3:15])[N:13]=[N:12][N:11]=2)[CH:9]=1)[NH2:6])[CH3:2].N1C(C)=CC=CC=1C.Cl[C:25]([O:27][C:28]1[CH:33]=[CH:32][CH:31]=[CH:30][CH:29]=1)=[O:26].Cl. (6) Given the product [O:14]=[S:11]1(=[O:15])[CH2:12][CH2:13][C:5]([C:4]([OH:16])=[O:3])([C:6]([OH:8])=[O:7])[CH2:9][CH2:10]1, predict the reactants needed to synthesize it. The reactants are: CC1(C)[O:7][C:6](=[O:8])[C:5]2([CH2:13][CH2:12][S:11](=[O:15])(=[O:14])[CH2:10][CH2:9]2)[C:4](=[O:16])[O:3]1. (7) Given the product [CH:20]1([CH2:19][CH2:18][N:17]([CH2:16][CH2:15][OH:14])[C:1]([NH:8][CH2:12][CH2:11][N:10]([CH3:9])[CH3:26])=[O:2])[CH2:25][CH2:24][CH2:23][CH2:22][CH2:21]1, predict the reactants needed to synthesize it. The reactants are: [C:1]([N:8]1[CH:12]=[CH:11][N:10]=[CH:9]1)(N1C=CN=C1)=[O:2].Cl.[OH:14][CH2:15][CH2:16][NH:17][CH2:18][CH2:19][CH:20]1[CH2:25][CH2:24][CH2:23][CH2:22][CH2:21]1.[CH:26](Cl)(Cl)Cl. (8) Given the product [ClH:1].[ClH:1].[CH3:80][O:79][C:63]1[CH:62]=[C:61]([CH:45]([C:39]2([OH:38])[CH2:40][CH2:41][CH2:42][CH2:43][CH2:44]2)[CH2:46][N:48]2[CH2:53][CH2:52][NH:51][CH2:50][CH2:49]2)[CH:66]=[CH:65][C:64]=1[O:67][CH2:68][C:69]1[CH:78]=[CH:77][C:76]2[C:71](=[CH:72][CH:73]=[CH:74][CH:75]=2)[CH:70]=1, predict the reactants needed to synthesize it. The reactants are: [ClH:1].Cl.COC1C=C(C(N2CCNCC2)CC2(O)CCCCC2)C=CC=1OCC1C=CC2C(=CC=CC=2)C=1.[OH:38][C:39]1([CH:45]([C:61]2[CH:66]=[CH:65][C:64]([O:67][CH2:68][C:69]3[CH:78]=[CH:77][C:76]4[C:71](=[CH:72][CH:73]=[CH:74][CH:75]=4)[CH:70]=3)=[C:63]([O:79][CH3:80])[CH:62]=2)[C:46]([N:48]2[CH2:53][CH2:52][N:51](C(OC(C)(C)C)=O)[CH2:50][CH2:49]2)=O)[CH2:44][CH2:43][CH2:42][CH2:41][CH2:40]1.